From a dataset of Catalyst prediction with 721,799 reactions and 888 catalyst types from USPTO. Predict which catalyst facilitates the given reaction. (1) Product: [C:13]([O:12][C:11]([NH:10][C:4]1[C:3]([Cl:18])=[C:2]([N:27]2[CH2:26][CH2:25][N:24]([C:29]([O:31][C:32]([CH3:33])([CH3:34])[CH3:35])=[O:30])[CH:23]([C:21](=[O:22])[N:20]([CH3:36])[CH3:19])[CH2:28]2)[CH:7]=[C:6]([C:8]#[N:9])[CH:5]=1)=[O:17])([CH3:16])([CH3:15])[CH3:14]. Reactant: Br[C:2]1[C:3]([Cl:18])=[C:4]([NH:10][C:11](=[O:17])[O:12][C:13]([CH3:16])([CH3:15])[CH3:14])[CH:5]=[C:6]([C:8]#[N:9])[CH:7]=1.[CH3:19][N:20]([CH3:36])[C:21]([CH:23]1[CH2:28][NH:27][CH2:26][CH2:25][N:24]1[C:29]([O:31][C:32]([CH3:35])([CH3:34])[CH3:33])=[O:30])=[O:22].C1C=CC(P(C2C(C3C(P(C4C=CC=CC=4)C4C=CC=CC=4)=CC=C4C=3C=CC=C4)=C3C(C=CC=C3)=CC=2)C2C=CC=CC=2)=CC=1.C([O-])([O-])=O.[Cs+].[Cs+]. The catalyst class is: 187. (2) Reactant: [CH:1]1([CH2:4][N:5]([CH:29]2[CH2:34][CH2:33][O:32][CH2:31][CH2:30]2)[C:6]2[C:7]([O:27][CH3:28])=[N:8][N:9]3[C:13]([C:14]4[C:19]([O:20][CH3:21])=[CH:18][C:17]([CH2:22][O:23][CH3:24])=[CH:16][C:15]=4[O:25][CH3:26])=[CH:12][S:11][C:10]=23)[CH2:3][CH2:2]1.C(OCC)(=O)C.[ClH:41]. Product: [ClH:41].[CH:1]1([CH2:4][N:5]([CH:29]2[CH2:34][CH2:33][O:32][CH2:31][CH2:30]2)[C:6]2[C:7]([O:27][CH3:28])=[N:8][N:9]3[C:13]([C:14]4[C:15]([O:25][CH3:26])=[CH:16][C:17]([CH2:22][O:23][CH3:24])=[CH:18][C:19]=4[O:20][CH3:21])=[CH:12][S:11][C:10]=23)[CH2:3][CH2:2]1. The catalyst class is: 27. (3) Reactant: C(O[C:4](=[O:15])[C:5]([C:7]1([C:10]([O:12][CH2:13][CH3:14])=[O:11])[CH2:9][CH2:8]1)=O)C.[CH3:16][C:17]1[N:22]=[C:21]2[N:23]([CH2:30][O:31][CH2:32][CH2:33][Si:34]([CH3:37])([CH3:36])[CH3:35])[N:24]=[C:25]([C:26](=[NH:29])[NH:27][NH2:28])[C:20]2=[CH:19][CH:18]=1.C(O)(=O)C. Product: [OH:15][C:4]1[N:29]=[C:26]([C:25]2[C:20]3[C:21](=[N:22][C:17]([CH3:16])=[CH:18][CH:19]=3)[N:23]([CH2:30][O:31][CH2:32][CH2:33][Si:34]([CH3:35])([CH3:37])[CH3:36])[N:24]=2)[N:27]=[N:28][C:5]=1[C:7]1([C:10]([O:12][CH2:13][CH3:14])=[O:11])[CH2:8][CH2:9]1. The catalyst class is: 8. (4) Reactant: [CH3:1][C:2]1([CH3:8])[CH2:6][C:5](=[O:7])[CH:4]=[CH:3]1.C1(C)C=CC(S([CH2:18][N+:19]#[C-:20])(=O)=O)=CC=1.CC(C)([O-])C.[K+].O. Product: [CH3:1][C:2]1([CH3:8])[C:3]2=[CH:18][NH:19][CH:20]=[C:4]2[C:5](=[O:7])[CH2:6]1. The catalyst class is: 7.